This data is from Forward reaction prediction with 1.9M reactions from USPTO patents (1976-2016). The task is: Predict the product of the given reaction. (1) Given the reactants [CH3:1][C:2]1[S:3][C:4]([C:8]2[CH:13]=[CH:12][N:11]=[C:10]([NH:14][C:15]3[CH:20]=[CH:19][C:18]([N:21]4[CH2:26][CH2:25][NH:24][CH2:23][CH2:22]4)=[CH:17][CH:16]=3)[N:9]=2)=[C:5]([CH3:7])[N:6]=1.CCN(CC)CC.[CH3:34][S:35](Cl)(=[O:37])=[O:36], predict the reaction product. The product is: [CH3:1][C:2]1[S:3][C:4]([C:8]2[CH:13]=[CH:12][N:11]=[C:10]([NH:14][C:15]3[CH:16]=[CH:17][C:18]([N:21]4[CH2:22][CH2:23][N:24]([S:35]([CH3:34])(=[O:37])=[O:36])[CH2:25][CH2:26]4)=[CH:19][CH:20]=3)[N:9]=2)=[C:5]([CH3:7])[N:6]=1. (2) The product is: [CH2:1]([C@@:4]1([C:20]2[CH:25]=[CH:24][CH:23]=[CH:22][CH:21]=2)[O:9][C:8](=[O:10])[N:7]([C@H:11]([C:13]2[CH:18]=[CH:17][C:16]([C:30]3[CH:31]=[CH:32][C:27]([F:26])=[CH:28][CH:29]=3)=[CH:15][CH:14]=2)[CH3:12])[CH2:6][CH2:5]1)[CH:2]=[CH2:3]. Given the reactants [CH2:1]([C@@:4]1([C:20]2[CH:25]=[CH:24][CH:23]=[CH:22][CH:21]=2)[O:9][C:8](=[O:10])[N:7]([C@H:11]([C:13]2[CH:18]=[CH:17][C:16](Br)=[CH:15][CH:14]=2)[CH3:12])[CH2:6][CH2:5]1)[CH:2]=[CH2:3].[F:26][C:27]1[CH:32]=[CH:31][C:30](B(O)O)=[CH:29][CH:28]=1.C([O-])([O-])=O.[Cs+].[Cs+], predict the reaction product. (3) Given the reactants [CH2:1]([O:3][CH2:4][C:5]1[CH:6]=[CH:7][C:8]([CH3:15])=[C:9]([NH:11][C:12](=[O:14])C)[CH:10]=1)[CH3:2].[H-].[Na+].ClC1O[C:21]([C:24]2[CH:29]=[CH:28][N:27]=[C:26]([Cl:30])[CH:25]=2)=[CH:22][N:23]=1, predict the reaction product. The product is: [Cl:30][C:26]1[CH:25]=[C:24]([C:21]2[O:14][C:12]([NH:11][C:9]3[CH:10]=[C:5]([CH2:4][O:3][CH2:1][CH3:2])[CH:6]=[CH:7][C:8]=3[CH3:15])=[N:23][CH:22]=2)[CH:29]=[CH:28][N:27]=1. (4) The product is: [OH:21][CH2:20][CH2:19][CH2:18][CH2:17]/[C:16](/[CH3:22])=[CH:15]/[CH2:14][C:4]1[C:3](=[O:2])[C:8]([CH3:9])=[C:7]([CH3:10])[C:6](=[O:11])[C:5]=1[CH3:13]. Given the reactants C[O:2][C:3]1[C:8]([CH3:9])=[C:7]([CH3:10])[C:6]([O:11]C)=[C:5]([CH3:13])[C:4]=1[CH2:14]/[CH:15]=[C:16](\[CH3:22])/[CH2:17][CH2:18][CH2:19][CH2:20][OH:21].O=[N+]([O-])[O-].[O-][N+](=O)[O-].[O-][N+](=O)[O-].[O-][N+](=O)[O-].[O-][N+](=O)[O-].[O-][N+](=O)[O-].[Ce+4].[NH4+].[NH4+].O.CCOC(C)=O, predict the reaction product.